Dataset: Forward reaction prediction with 1.9M reactions from USPTO patents (1976-2016). Task: Predict the product of the given reaction. (1) Given the reactants [C@@H]1(N)CCCC[C@H]1N.Br[C:10]1[CH:15]=[CH:14][CH:13]=[C:12]([Br:16])[N:11]=1.[CH:17]1[C:29]2[NH:28][C:27]3[C:22](=[CH:23][CH:24]=[CH:25][CH:26]=3)[C:21]=2[CH:20]=[CH:19][CH:18]=1.P([O-])([O-])([O-])=O.[K+].[K+].[K+], predict the reaction product. The product is: [Br:16][C:12]1[N:11]=[C:10]([N:28]2[C:29]3[CH:17]=[CH:18][CH:19]=[CH:20][C:21]=3[C:22]3[C:27]2=[CH:26][CH:25]=[CH:24][CH:23]=3)[CH:15]=[CH:14][CH:13]=1. (2) Given the reactants Cl.CO[C:4]1[CH:9]=[CH:8][CH:7]=[CH:6][C:5]=1[CH2:10][CH2:11][CH2:12][NH2:13].[CH2:14]([O:16][C:17]([C:19]1[C:20]([CH3:26])=[N:21][C:22](Cl)=[N:23][CH:24]=1)=[O:18])[CH3:15].[C:27]([O-])(=[O:29])C.[K+], predict the reaction product. The product is: [CH2:14]([O:16][C:17]([C:19]1[C:20]([CH3:26])=[N:21][C:22]([NH:13][CH2:12][CH2:11][CH2:10][C:5]2[CH:4]=[CH:9][CH:8]=[C:7]([O:29][CH3:27])[CH:6]=2)=[N:23][CH:24]=1)=[O:18])[CH3:15]. (3) Given the reactants [CH3:1][C:2]1([CH3:16])[CH2:11][CH2:10][C:9]([CH3:13])([CH3:12])[C:8]2[CH:7]=[C:6](O)[C:5]([OH:15])=[CH:4][C:3]1=2.[C:17](=[O:20])([O-])[O-].[Cs+].[Cs+].[F:23][C:24]([F:44])([F:43])[CH2:25]OS(C(C([C:25]([C:24]([F:44])([F:43])[F:23])(F)F)(F)F)(F)F)(=O)=O, predict the reaction product. The product is: [CH3:16][C:2]1([CH3:1])[C:3]2[C:8](=[CH:7][C:6]([O:20][CH2:17][C:24]([F:44])([F:43])[F:23])=[C:5]([O:15][CH2:25][C:24]([F:44])([F:43])[F:23])[CH:4]=2)[C:9]([CH3:13])([CH3:12])[CH2:10][CH2:11]1. (4) Given the reactants [CH3:1][O:2][C:3]1[CH:8]=[CH:7][C:6]([C:9]2[CH:14]=[CH:13][C:12]([S:15]([NH:18][CH:19]([CH:24]3[CH2:29][CH2:28][CH2:27][CH:26]([N:30]([CH2:34][C:35]4[CH:40]=[CH:39][CH:38]=[CH:37][CH:36]=4)[C:31](=[O:33])[CH3:32])[CH2:25]3)[C:20]([O:22]C)=[O:21])(=[O:17])=[O:16])=[CH:11][CH:10]=2)=[CH:5][CH:4]=1.C(N)C1C=CC=CC=1.C(Cl)(=O)C, predict the reaction product. The product is: [CH3:1][O:2][C:3]1[CH:8]=[CH:7][C:6]([C:9]2[CH:10]=[CH:11][C:12]([S:15]([NH:18][CH:19]([CH:24]3[CH2:29][CH2:28][CH2:27][CH:26]([N:30]([CH2:34][C:35]4[CH:40]=[CH:39][CH:38]=[CH:37][CH:36]=4)[C:31](=[O:33])[CH3:32])[CH2:25]3)[C:20]([OH:22])=[O:21])(=[O:16])=[O:17])=[CH:13][CH:14]=2)=[CH:5][CH:4]=1. (5) Given the reactants [CH2:1]([O:8][C:9]([NH:11][CH:12]([CH2:20][NH:21][C:22]1[C:27]([CH:28]=[O:29])=[C:26]([N:30]2[CH2:35][CH2:34][CH:33]([C:36]3[CH:45]=[CH:44][C:43]4[CH2:42][CH2:41][CH2:40][NH:39][C:38]=4[N:37]=3)[CH2:32][CH2:31]2)[N:25]=[CH:24][N:23]=1)[C:13]([O:15][C:16]([CH3:19])([CH3:18])[CH3:17])=[O:14])=[O:10])[C:2]1[CH:7]=[CH:6][CH:5]=[CH:4][CH:3]=1.[BH4-].[Na+].[Cl-].[NH4+], predict the reaction product. The product is: [CH2:1]([O:8][C:9]([NH:11][CH:12]([CH2:20][NH:21][C:22]1[C:27]([CH2:28][OH:29])=[C:26]([N:30]2[CH2:35][CH2:34][CH:33]([C:36]3[CH:45]=[CH:44][C:43]4[CH2:42][CH2:41][CH2:40][NH:39][C:38]=4[N:37]=3)[CH2:32][CH2:31]2)[N:25]=[CH:24][N:23]=1)[C:13]([O:15][C:16]([CH3:19])([CH3:18])[CH3:17])=[O:14])=[O:10])[C:2]1[CH:3]=[CH:4][CH:5]=[CH:6][CH:7]=1.